This data is from Catalyst prediction with 721,799 reactions and 888 catalyst types from USPTO. The task is: Predict which catalyst facilitates the given reaction. (1) Reactant: O=[C:2]1[CH2:7][CH2:6][N:5]([C:8]([O:10][C:11]([CH3:14])([CH3:13])[CH3:12])=[O:9])[CH2:4][CH2:3]1.[CH2:15]([NH2:22])[C:16]1[CH:21]=[CH:20][CH:19]=[CH:18][CH:17]=1.CC(O)=O.[BH3-]C#N.[Na+]. Product: [CH2:15]([NH:22][CH:2]1[CH2:7][CH2:6][N:5]([C:8]([O:10][C:11]([CH3:14])([CH3:13])[CH3:12])=[O:9])[CH2:4][CH2:3]1)[C:16]1[CH:21]=[CH:20][CH:19]=[CH:18][CH:17]=1. The catalyst class is: 5. (2) Reactant: [CH3:1][C:2]1[CH:7]=[C:6]([C:8]2[N:9]=[C:10]([NH2:20])[S:11][C:12]=2[C:13]2[CH:18]=[CH:17][CH:16]=[C:15]([CH3:19])[CH:14]=2)[CH:5]=[C:4]([CH3:21])[N:3]=1.[C:22]1([N:28]=[C:29]=[O:30])[CH:27]=[CH:26][CH:25]=[CH:24][CH:23]=1.C(=O)([O-])O.[Na+]. Product: [CH3:1][C:2]1[CH:7]=[C:6]([C:8]2[N:9]=[C:10]([NH:20][C:29]([NH:28][C:22]3[CH:27]=[CH:26][CH:25]=[CH:24][CH:23]=3)=[O:30])[S:11][C:12]=2[C:13]2[CH:18]=[CH:17][CH:16]=[C:15]([CH3:19])[CH:14]=2)[CH:5]=[C:4]([CH3:21])[N:3]=1. The catalyst class is: 80. (3) Reactant: [CH3:1][O:2][C:3]1[CH:4]=[C:5]([C:11]([C:13]2[C:22]3[O:21][C:20]([F:24])([F:23])[C:19]([F:26])([F:25])[O:18][C:17]=3[CH:16]=[CH:15][CH:14]=2)=O)[CH:6]=[C:7]([O:9][CH3:10])[CH:8]=1.C(OP([CH2:35][C:36]#[N:37])(=O)OCC)C.C[Si]([N-][Si](C)(C)C)(C)C.[Li+].O1C2C=CC(C(C3C=C(OC)C=C(OC)C=3)=CC#N)=CC=2OCC1. Product: [CH3:1][O:2][C:3]1[CH:4]=[C:5]([C:11]([C:13]2[C:22]3[O:21][C:20]([F:24])([F:23])[C:19]([F:26])([F:25])[O:18][C:17]=3[CH:16]=[CH:15][CH:14]=2)=[CH:35][C:36]#[N:37])[CH:6]=[C:7]([O:9][CH3:10])[CH:8]=1. The catalyst class is: 1. (4) Reactant: [O:1]=[C:2]([C:9]1[S:10][C:11]2[CH2:17][CH2:16][CH2:15][CH2:14][C:12]=2[N:13]=1)[CH2:3][C:4]([O:6][CH2:7][CH3:8])=[O:5].CO[CH:20](OC)[N:21]([CH3:23])[CH3:22]. Product: [CH3:20][N:21]([CH3:23])/[CH:22]=[C:3](/[C:2]([C:9]1[S:10][C:11]2[CH2:17][CH2:16][CH2:15][CH2:14][C:12]=2[N:13]=1)=[O:1])\[C:4]([O:6][CH2:7][CH3:8])=[O:5]. The catalyst class is: 8. (5) Reactant: [CH:1]1[N:5]=[CH:4][NH:3][C:2]=1/[CH:6]=[CH:7]/[C:8]([OH:10])=[O:9].O.[C:12]1([CH3:22])[CH:17]=[CH:16][C:15]([S:18]([OH:21])(=[O:20])=[O:19])=[CH:14][CH:13]=1. Product: [NH:5]1[CH:1]=[C:2](/[CH:6]=[CH:7]/[C:8]([O:10][CH2:17][CH2:12][CH2:13][CH3:14])=[O:9])[N:3]=[CH:4]1.[C:12]1([CH3:22])[CH:13]=[CH:14][C:15]([S:18]([OH:21])(=[O:19])=[O:20])=[CH:16][CH:17]=1. The catalyst class is: 51. (6) Reactant: [OH:1][C:2]1[CH:3]=[C:4]2[C:22](=[CH:23][CH:24]=1)[C:7]1([O:12][CH2:11][CH2:10][N:9]([CH2:13][CH2:14][C:15]([O:17][C:18]([CH3:21])([CH3:20])[CH3:19])=[O:16])[CH2:8]1)[CH2:6][CH2:5]2.C([O-])([O-])=O.[K+].[K+].[Cl:31][C:32]1[CH:39]=[CH:38][CH:37]=[C:36]([Cl:40])[C:33]=1[CH2:34]Br. Product: [Cl:31][C:32]1[CH:39]=[CH:38][CH:37]=[C:36]([Cl:40])[C:33]=1[CH2:34][O:1][C:2]1[CH:3]=[C:4]2[C:22](=[CH:23][CH:24]=1)[C:7]1([O:12][CH2:11][CH2:10][N:9]([CH2:13][CH2:14][C:15]([O:17][C:18]([CH3:20])([CH3:21])[CH3:19])=[O:16])[CH2:8]1)[CH2:6][CH2:5]2. The catalyst class is: 23. (7) Reactant: [Cl:1][C:2]1[CH:7]=[CH:6][C:5]([NH:8][S:9]([C:12]2[CH:17]=[CH:16][C:15]([O:18][CH3:19])=[CH:14][CH:13]=2)(=[O:11])=[O:10])=[CH:4][CH:3]=1.[Cl:20][C:21]1[C:25]([Cl:26])=[C:24]([C:27](Cl)=[O:28])[S:23][N:22]=1.O. Product: [Cl:20][C:21]1[C:25]([Cl:26])=[C:24]([C:27]([N:8]([C:5]2[CH:4]=[CH:3][C:2]([Cl:1])=[CH:7][CH:6]=2)[S:9]([C:12]2[CH:17]=[CH:16][C:15]([O:18][CH3:19])=[CH:14][CH:13]=2)(=[O:11])=[O:10])=[O:28])[S:23][N:22]=1. The catalyst class is: 9.